Dataset: Peptide-MHC class I binding affinity with 185,985 pairs from IEDB/IMGT. Task: Regression. Given a peptide amino acid sequence and an MHC pseudo amino acid sequence, predict their binding affinity value. This is MHC class I binding data. (1) The peptide sequence is DVGYEVIGA. The MHC is HLA-A02:01 with pseudo-sequence HLA-A02:01. The binding affinity (normalized) is 0.0403. (2) The peptide sequence is ARYGIFLPF. The MHC is HLA-A26:01 with pseudo-sequence HLA-A26:01. The binding affinity (normalized) is 0.0847.